This data is from hERG Central: cardiac toxicity at 1µM, 10µM, and general inhibition. The task is: Predict hERG channel inhibition at various concentrations. (1) The compound is CCOC(=O)C1(CCc2ccccc2)CCN(Cc2cccc3cnccc23)CC1. Results: hERG_inhib (hERG inhibition (general)): blocker. (2) The compound is C/C(=N\NC(=O)c1nc2ccccn2c1C)c1cc2ccccc2o1. Results: hERG_inhib (hERG inhibition (general)): blocker. (3) The drug is CCOC(=O)c1c(NC(=S)Nc2ccc(OCC)cc2)sc2c1CCN(C)C2. Results: hERG_inhib (hERG inhibition (general)): blocker.